From a dataset of Retrosynthesis with 50K atom-mapped reactions and 10 reaction types from USPTO. Predict the reactants needed to synthesize the given product. (1) Given the product Nc1ccc2nc(N3CCOCC3)ccc2c1, predict the reactants needed to synthesize it. The reactants are: O=[N+]([O-])c1ccc2nc(N3CCOCC3)ccc2c1. (2) Given the product O=C(O)Cc1ccc(-c2noc(-c3cn4cc(C(F)(F)F)cc(Cl)c4n3)n2)c(Cl)c1, predict the reactants needed to synthesize it. The reactants are: COC(=O)Cc1ccc(-c2noc(-c3cn4cc(C(F)(F)F)cc(Cl)c4n3)n2)c(Cl)c1.